From a dataset of Catalyst prediction with 721,799 reactions and 888 catalyst types from USPTO. Predict which catalyst facilitates the given reaction. (1) Reactant: C(N(CC)CC)C.[CH3:8][S:9](Cl)(=[O:11])=[O:10].[OH:13][CH2:14][C:15]1[CH:29]=[CH:28][C:27]([C:30]([F:33])([F:32])[F:31])=[CH:26][C:16]=1[O:17][C:18]1[CH:19]=[C:20]([CH:23]=[CH:24][CH:25]=1)[C:21]#[N:22]. Product: [CH3:8][S:9]([O:13][CH2:14][C:15]1[CH:29]=[CH:28][C:27]([C:30]([F:31])([F:32])[F:33])=[CH:26][C:16]=1[O:17][C:18]1[CH:25]=[CH:24][CH:23]=[C:20]([C:21]#[N:22])[CH:19]=1)(=[O:11])=[O:10]. The catalyst class is: 2. (2) The catalyst class is: 8. Reactant: [CH3:1][N:2]([CH2:4][CH2:5][C:6]1[C:10]2[CH:11]=[C:12]([CH2:15][S:16]([N:19]3[CH2:23][CH2:22][CH2:21][CH2:20]3)(=[O:18])=[O:17])[CH:13]=[CH:14][C:9]=2[NH:8][CH:7]=1)[CH3:3].[C:24]([OH:29])(=[O:28])[C:25]([OH:27])=[O:26]. Product: [CH3:1][N:2]([CH2:4][CH2:5][C:6]1[C:10]2[CH:11]=[C:12]([CH2:15][S:16]([N:19]3[CH2:23][CH2:22][CH2:21][CH2:20]3)(=[O:18])=[O:17])[CH:13]=[CH:14][C:9]=2[NH:8][CH:7]=1)[CH3:3].[C:24]([O-:29])(=[O:28])[C:25]([O-:27])=[O:26].